From a dataset of Catalyst prediction with 721,799 reactions and 888 catalyst types from USPTO. Predict which catalyst facilitates the given reaction. (1) Reactant: C([O:3][C:4](=[O:17])[CH2:5][O:6][C:7]1[CH:12]=[CH:11][C:10]([SH:13])=[CH:9][C:8]=1[CH2:14][CH2:15][CH3:16])C.Cl[CH2:19][C:20]1[N:21]=[C:22]([C:26]2[CH:31]=[CH:30][C:29]([C:32]([F:35])([F:34])[F:33])=[CH:28][CH:27]=2)[O:23][C:24]=1[CH3:25].C(=O)([O-])[O-].[Cs+].[Cs+]. Product: [CH3:25][C:24]1[O:23][C:22]([C:26]2[CH:27]=[CH:28][C:29]([C:32]([F:35])([F:33])[F:34])=[CH:30][CH:31]=2)=[N:21][C:20]=1[CH2:19][S:13][C:10]1[CH:11]=[CH:12][C:7]([O:6][CH2:5][C:4]([OH:3])=[O:17])=[C:8]([CH2:14][CH2:15][CH3:16])[CH:9]=1. The catalyst class is: 10. (2) Reactant: Cl.[C:2]([S:5][CH:6]1[CH2:11][CH2:10][NH:9][CH2:8][CH2:7]1)(=[O:4])[CH3:3].C(N(CC)CC)C.[F:19][C:20]([F:34])([F:33])[O:21][C:22]1[CH:32]=[CH:31][C:25](/[CH:26]=[CH:27]/[C:28](Cl)=[O:29])=[CH:24][CH:23]=1. Product: [C:2]([S:5][CH:6]1[CH2:11][CH2:10][N:9]([C:28](=[O:29])/[CH:27]=[CH:26]/[C:25]2[CH:24]=[CH:23][C:22]([O:21][C:20]([F:33])([F:34])[F:19])=[CH:32][CH:31]=2)[CH2:8][CH2:7]1)(=[O:4])[CH3:3]. The catalyst class is: 4. (3) Reactant: [N+:1]([C:4]1[CH:5]=[C:6]([P:10](=[O:13])([OH:12])[OH:11])[CH:7]=[CH:8][CH:9]=1)([O-])=O. Product: [NH2:1][C:4]1[CH:5]=[C:6]([P:10](=[O:11])([OH:13])[OH:12])[CH:7]=[CH:8][CH:9]=1. The catalyst class is: 19. (4) Reactant: CS(O[CH2:6][C:7]1[N:12]=[CH:11][C:10]2[N:13]=[CH:14][N:15]([C:16]3[S:17][C:18]([C:33](=[O:35])[NH2:34])=[C:19]([O:21][CH2:22][C:23]4[CH:28]=[CH:27][CH:26]=[CH:25][C:24]=4[C:29]([F:32])([F:31])[F:30])[CH:20]=3)[C:9]=2[CH:8]=1)(=O)=O.[CH3:36][N:37]1[CH2:42][CH2:41][NH:40][CH2:39][CH2:38]1. Product: [CH3:36][N:37]1[CH2:42][CH2:41][N:40]([CH2:6][C:7]2[N:12]=[CH:11][C:10]3[N:13]=[CH:14][N:15]([C:16]4[S:17][C:18]([C:33]([NH2:34])=[O:35])=[C:19]([O:21][CH2:22][C:23]5[CH:28]=[CH:27][CH:26]=[CH:25][C:24]=5[C:29]([F:31])([F:32])[F:30])[CH:20]=4)[C:9]=3[CH:8]=2)[CH2:39][CH2:38]1. The catalyst class is: 4. (5) The catalyst class is: 8. Reactant: Br[CH2:2][C:3](=O)[CH2:4][O:5][C:6]1[CH:7]=[C:8]2[C:13](=[CH:14][CH:15]=1)[NH:12][C:11](=[O:16])[CH2:10][CH2:9]2.[Cl:18][C:19]1[CH:20]=[C:21]([NH:26][C:27]([NH2:29])=[S:28])[CH:22]=[CH:23][C:24]=1[Cl:25]. Product: [Cl:18][C:19]1[CH:20]=[C:21]([NH:26][C:27]2[S:28][CH:2]=[C:3]([CH2:4][O:5][C:6]3[CH:7]=[C:8]4[C:13](=[CH:14][CH:15]=3)[NH:12][C:11](=[O:16])[CH2:10][CH2:9]4)[N:29]=2)[CH:22]=[CH:23][C:24]=1[Cl:25].